From a dataset of Forward reaction prediction with 1.9M reactions from USPTO patents (1976-2016). Predict the product of the given reaction. Given the reactants [OH:1][C:2]1[CH:7]=[C:6]([OH:8])[CH:5]=[CH:4][C:3]=1/C(=N\O)/C.P(Cl)(Cl)(Cl)=O.C(=O)([O-])O.[Na+].[C:23](#[N:25])[CH3:24], predict the reaction product. The product is: [CH3:24][C:23]1[O:1][C:2]2[CH:7]=[C:6]([OH:8])[CH:5]=[CH:4][C:3]=2[N:25]=1.